Dataset: Ames mutagenicity test results for genotoxicity prediction. Task: Regression/Classification. Given a drug SMILES string, predict its toxicity properties. Task type varies by dataset: regression for continuous values (e.g., LD50, hERG inhibition percentage) or binary classification for toxic/non-toxic outcomes (e.g., AMES mutagenicity, cardiotoxicity, hepatotoxicity). Dataset: ames. (1) The compound is Oc1ccccc1-c1nc2ccccc2o1. The result is 0 (non-mutagenic). (2) The compound is Oc1ccc2ccc3c4ccccc4cc4ccc1c2c43. The result is 1 (mutagenic). (3) The molecule is CC(CC=O)c1ccc(C(C)(C)C)cc1. The result is 0 (non-mutagenic). (4) The molecule is [N-]=[N+]=Nc1ccc(Nc2c3ccccc3nc3ccccc23)cc1. The result is 1 (mutagenic).